This data is from Peptide-MHC class II binding affinity with 134,281 pairs from IEDB. The task is: Regression. Given a peptide amino acid sequence and an MHC pseudo amino acid sequence, predict their binding affinity value. This is MHC class II binding data. The peptide sequence is GELQIVDKIPAAFKI. The MHC is DRB4_0101 with pseudo-sequence DRB4_0103. The binding affinity (normalized) is 0.750.